From a dataset of Catalyst prediction with 721,799 reactions and 888 catalyst types from USPTO. Predict which catalyst facilitates the given reaction. (1) Reactant: [CH3:1]C(C)([O-])C.[K+].[CH:7]([C:9]1[CH:10]=[C:11]([CH:24]=[CH:25][C:26]=1[O:27][CH3:28])[CH2:12][N:13]1[C:17](=[O:18])[C:16]2=[CH:19][CH:20]=[CH:21][CH:22]=[C:15]2[C:14]1=[O:23])=O. Product: [CH3:28][O:27][C:26]1[CH:25]=[CH:24][C:11]([CH2:12][N:13]2[C:17](=[O:18])[C:16]3=[CH:19][CH:20]=[CH:21][CH:22]=[C:15]3[C:14]2=[O:23])=[CH:10][C:9]=1[CH:7]=[CH2:1]. The catalyst class is: 597. (2) Reactant: [NH2:1][CH2:2][CH:3]([OH:15])[CH2:4][CH2:5][O:6][C:7]1[CH:14]=[CH:13][C:10]([C:11]#[N:12])=[CH:9][CH:8]=1.O.[C:17](O[C:17]([O:19][C:20]([CH3:23])([CH3:22])[CH3:21])=[O:18])([O:19][C:20]([CH3:23])([CH3:22])[CH3:21])=[O:18]. Product: [C:11]([C:10]1[CH:13]=[CH:14][C:7]([O:6][CH2:5][CH2:4][CH:3]([OH:15])[CH2:2][NH:1][C:17](=[O:18])[O:19][C:20]([CH3:23])([CH3:22])[CH3:21])=[CH:8][CH:9]=1)#[N:12]. The catalyst class is: 1. (3) Reactant: [C:1]([Br:5])(Br)(Br)[Br:2].C1(P(C2C=CC=CC=2)C2C=CC=CC=2)C=CC=CC=1.O=[CH:26][CH2:27][CH:28]1[CH2:33][CH2:32][N:31]([C:34]([O:36][C:37]([CH3:40])([CH3:39])[CH3:38])=[O:35])[CH2:30][CH2:29]1.O. Product: [Br:2][C:1]([Br:5])=[CH:26][CH2:27][CH:28]1[CH2:29][CH2:30][N:31]([C:34]([O:36][C:37]([CH3:38])([CH3:40])[CH3:39])=[O:35])[CH2:32][CH2:33]1. The catalyst class is: 4. (4) Reactant: [Cl:1][C:2]1[CH:3]=[C:4]([C:8]([CH:20]2[CH2:22][CH2:21]2)([C:10]2[CH:14]=[C:13]([CH:15]3OCC[O:16]3)[S:12][CH:11]=2)[OH:9])[CH:5]=[CH:6][CH:7]=1.CC(C)=O.CC1C=CC(S([O-])(=O)=O)=CC=1.C1C=C[NH+]=CC=1. Product: [Cl:1][C:2]1[CH:3]=[C:4]([C:8]([CH:20]2[CH2:22][CH2:21]2)([OH:9])[C:10]2[CH:14]=[C:13]([CH:15]=[O:16])[S:12][CH:11]=2)[CH:5]=[CH:6][CH:7]=1. The catalyst class is: 6. (5) The catalyst class is: 5. Product: [Cl:36][C:31]1[CH:30]=[C:29]([NH:28][C:15]2[C:14]3[C:19](=[CH:20][CH:21]=[C:12]([CH2:11][CH2:10][CH2:9][OH:8])[CH:13]=3)[N:18]=[C:17]([C:22]3[CH:23]=[N:24][CH:25]=[CH:26][CH:27]=3)[N:16]=2)[CH:34]=[CH:33][C:32]=1[F:35]. Reactant: [Si]([O:8][CH2:9][CH2:10][CH2:11][C:12]1[CH:13]=[C:14]2[C:19](=[CH:20][CH:21]=1)[N:18]=[C:17]([C:22]1[CH:23]=[N:24][CH:25]=[CH:26][CH:27]=1)[N:16]=[C:15]2[NH:28][C:29]1[CH:34]=[CH:33][C:32]([F:35])=[C:31]([Cl:36])[CH:30]=1)(C(C)(C)C)(C)C.ClC(OC(Cl)C)=O. (6) Reactant: [CH2:1]([C:13]1[CH:17]=[CH:16][S:15][C:14]=1[CH:18]=O)[CH2:2][CH2:3][CH2:4][CH2:5][CH2:6][CH2:7][CH2:8][CH2:9][CH2:10][CH2:11][CH3:12].[S:20]=[C:21]([C:23](=[S:25])[NH2:24])[NH2:22]. Product: [CH2:1]([C:13]1[CH:17]=[CH:16][S:15][C:14]=1[C:18]1[S:20][C:21]2[N:22]=[C:18]([C:14]3[S:15][CH:16]=[CH:17][C:13]=3[CH2:1][CH2:2][CH2:3][CH2:4][CH2:5][CH2:6][CH2:7][CH2:8][CH2:9][CH2:10][CH2:11][CH3:12])[S:25][C:23]=2[N:24]=1)[CH2:2][CH2:3][CH2:4][CH2:5][CH2:6][CH2:7][CH2:8][CH2:9][CH2:10][CH2:11][CH3:12]. The catalyst class is: 195. (7) Reactant: [S:1]1[CH:5]=[CH:4][N:3]=[C:2]1[C:6]([OH:8])=O.CN(C(ON1N=NC2C=CC=NC1=2)=[N+](C)C)C.F[P-](F)(F)(F)(F)F.CCN(C(C)C)C(C)C.Cl.[CH2:43]([O:50][C:51](=[O:70])[NH:52][CH2:53][CH2:54][CH2:55][CH2:56][C@H:57]([NH2:69])[C:58]([C:60]1[S:61][C:62]2[CH:68]=[CH:67][CH:66]=[CH:65][C:63]=2[N:64]=1)=[O:59])[C:44]1[CH:49]=[CH:48][CH:47]=[CH:46][CH:45]=1. Product: [CH2:43]([O:50][C:51](=[O:70])[NH:52][CH2:53][CH2:54][CH2:55][CH2:56][C@H:57]([NH:69][C:6]([C:2]1[S:1][CH:5]=[CH:4][N:3]=1)=[O:8])[C:58]([C:60]1[S:61][C:62]2[CH:68]=[CH:67][CH:66]=[CH:65][C:63]=2[N:64]=1)=[O:59])[C:44]1[CH:49]=[CH:48][CH:47]=[CH:46][CH:45]=1. The catalyst class is: 20.